Dataset: NCI-60 drug combinations with 297,098 pairs across 59 cell lines. Task: Regression. Given two drug SMILES strings and cell line genomic features, predict the synergy score measuring deviation from expected non-interaction effect. (1) Drug 1: COC1=CC(=CC(=C1O)OC)C2C3C(COC3=O)C(C4=CC5=C(C=C24)OCO5)OC6C(C(C7C(O6)COC(O7)C8=CC=CS8)O)O. Drug 2: CC1C(C(CC(O1)OC2CC(OC(C2O)C)OC3=CC4=CC5=C(C(=O)C(C(C5)C(C(=O)C(C(C)O)O)OC)OC6CC(C(C(O6)C)O)OC7CC(C(C(O7)C)O)OC8CC(C(C(O8)C)O)(C)O)C(=C4C(=C3C)O)O)O)O. Cell line: HCT-15. Synergy scores: CSS=55.1, Synergy_ZIP=1.60, Synergy_Bliss=4.05, Synergy_Loewe=0.464, Synergy_HSA=3.28. (2) Drug 1: CCCCC(=O)OCC(=O)C1(CC(C2=C(C1)C(=C3C(=C2O)C(=O)C4=C(C3=O)C=CC=C4OC)O)OC5CC(C(C(O5)C)O)NC(=O)C(F)(F)F)O. Drug 2: CC1CCCC2(C(O2)CC(NC(=O)CC(C(C(=O)C(C1O)C)(C)C)O)C(=CC3=CSC(=N3)C)C)C. Cell line: HT29. Synergy scores: CSS=83.4, Synergy_ZIP=2.42, Synergy_Bliss=0.962, Synergy_Loewe=-1.22, Synergy_HSA=3.52. (3) Synergy scores: CSS=40.2, Synergy_ZIP=-6.52, Synergy_Bliss=-5.75, Synergy_Loewe=-3.83, Synergy_HSA=-0.852. Drug 2: C1=CN(C(=O)N=C1N)C2C(C(C(O2)CO)O)O.Cl. Cell line: OVCAR-8. Drug 1: CC1C(C(=O)NC(C(=O)N2CCCC2C(=O)N(CC(=O)N(C(C(=O)O1)C(C)C)C)C)C(C)C)NC(=O)C3=C4C(=C(C=C3)C)OC5=C(C(=O)C(=C(C5=N4)C(=O)NC6C(OC(=O)C(N(C(=O)CN(C(=O)C7CCCN7C(=O)C(NC6=O)C(C)C)C)C)C(C)C)C)N)C. (4) Cell line: NCI-H322M. Synergy scores: CSS=12.6, Synergy_ZIP=-0.116, Synergy_Bliss=4.57, Synergy_Loewe=4.30, Synergy_HSA=4.92. Drug 1: CC1OCC2C(O1)C(C(C(O2)OC3C4COC(=O)C4C(C5=CC6=C(C=C35)OCO6)C7=CC(=C(C(=C7)OC)O)OC)O)O. Drug 2: CCC1(CC2CC(C3=C(CCN(C2)C1)C4=CC=CC=C4N3)(C5=C(C=C6C(=C5)C78CCN9C7C(C=CC9)(C(C(C8N6C=O)(C(=O)OC)O)OC(=O)C)CC)OC)C(=O)OC)O.OS(=O)(=O)O. (5) Drug 1: C1=C(C(=O)NC(=O)N1)N(CCCl)CCCl. Drug 2: C1=NNC2=C1C(=O)NC=N2. Cell line: SW-620. Synergy scores: CSS=36.0, Synergy_ZIP=7.26, Synergy_Bliss=9.41, Synergy_Loewe=-18.1, Synergy_HSA=7.50.